This data is from Forward reaction prediction with 1.9M reactions from USPTO patents (1976-2016). The task is: Predict the product of the given reaction. (1) Given the reactants [CH2:1]1[CH:5]2[CH2:6][C:7](=[O:8])[CH:3]([CH2:4]2)[CH2:2]1.[Br:9][C:10]1[CH:17]=[C:16]([CH3:18])[C:13]([CH:14]=O)=[C:12]([CH3:19])[CH:11]=1.[OH-].[K+].Cl, predict the reaction product. The product is: [Br:9][C:10]1[CH:17]=[C:16]([CH3:18])[C:13]([CH:14]=[C:6]2[CH:5]3[CH2:4][CH:3]([CH2:2][CH2:1]3)[C:7]2=[O:8])=[C:12]([CH3:19])[CH:11]=1. (2) Given the reactants [NH:1]1[CH2:6][CH2:5][O:4][CH2:3][CH2:2]1.[OH-].[Na+].S(Cl)([Cl:11])=O.[C:13]1([CH3:19])C=CC=CC=1, predict the reaction product. The product is: [ClH:11].[Cl:11][CH2:13][CH2:19][N:1]1[CH2:6][CH2:5][O:4][CH2:3][CH2:2]1. (3) Given the reactants [F:1][C:2]1[CH:10]=[C:9]2[C:5]([C:6]([C:11]3[N:12]=[C:13]4[C:19]([CH:20]=[O:21])=[CH:18][N:17]([CH2:22][O:23][CH2:24][CH2:25][Si:26]([CH3:29])([CH3:28])[CH3:27])[C:14]4=[N:15][CH:16]=3)=[N:7][NH:8]2)=[CH:4][CH:3]=1.Br[CH:31]1[CH2:36][CH2:35][N:34]([C:37]([O:39][C:40]([CH3:43])([CH3:42])[CH3:41])=[O:38])[CH2:33][CH2:32]1.C(=O)([O-])[O-].[Cs+].[Cs+], predict the reaction product. The product is: [C:40]([O:39][C:37]([N:34]1[CH2:35][CH2:36][CH:31]([N:8]2[C:9]3[C:5](=[CH:4][CH:3]=[C:2]([F:1])[CH:10]=3)[C:6]([C:11]3[N:12]=[C:13]4[C:19]([CH:20]=[O:21])=[CH:18][N:17]([CH2:22][O:23][CH2:24][CH2:25][Si:26]([CH3:29])([CH3:28])[CH3:27])[C:14]4=[N:15][CH:16]=3)=[N:7]2)[CH2:32][CH2:33]1)=[O:38])([CH3:43])([CH3:41])[CH3:42].